This data is from Reaction yield outcomes from USPTO patents with 853,638 reactions. The task is: Predict the reaction yield, written as a fraction of the theoretical maximum amount of product (1.0 means a 100% yield; for example, 0.34 means a 34% yield). (1) The reactants are [CH2:1]([N:4]1[CH:8]=[CH:7][N:6]=[CH:5]1)[CH:2]=[CH2:3].[CH2:9]([Br:17])[CH2:10][CH2:11][CH2:12][CH2:13][CH2:14][CH2:15][CH3:16].C1(C)C=CC=CC=1. The catalyst is C(#N)C. The product is [Br-:17].[CH2:9]([N+:6]1[CH:7]=[CH:8][N:4]([CH2:1][CH:2]=[CH2:3])[CH:5]=1)[CH2:10][CH2:11][CH2:12][CH2:13][CH2:14][CH2:15][CH3:16]. The yield is 0.890. (2) The reactants are [C:1]([O:5][C@@H:6]([C:12]1[C:13]([CH3:32])=[N:14][C:15]2[N:16]([N:26]=[C:27]([C:29](O)=[O:30])[CH:28]=2)[C:17]=1[C:18]1[CH2:23][CH2:22][C:21]([CH3:25])([CH3:24])[CH2:20][CH:19]=1)[C:7]([O:9]CC)=[O:8])([CH3:4])([CH3:3])[CH3:2].[F:33][C:34]1[CH:39]=[CH:38][C:37]([CH2:40][NH2:41])=[CH:36][C:35]=1[CH3:42].CCN(C(C)C)C(C)C.CN(C(ON1N=NC2C=CC=NC1=2)=[N+](C)C)C.F[P-](F)(F)(F)(F)F.[OH-].[Na+]. The catalyst is CN(C=O)C.CN(C1C=CN=CC=1)C.CO.O. The product is [C:1]([O:5][C@@H:6]([C:12]1[C:13]([CH3:32])=[N:14][C:15]2[N:16]([N:26]=[C:27]([C:29](=[O:30])[NH:41][CH2:40][C:37]3[CH:38]=[CH:39][C:34]([F:33])=[C:35]([CH3:42])[CH:36]=3)[CH:28]=2)[C:17]=1[C:18]1[CH2:23][CH2:22][C:21]([CH3:25])([CH3:24])[CH2:20][CH:19]=1)[C:7]([OH:9])=[O:8])([CH3:3])([CH3:2])[CH3:4]. The yield is 0.432. (3) The reactants are FC(F)(F)S(O[C:7]1[CH2:12][C@@H:11]2[C@@H:13]3[C@@H:23]([CH2:24][CH2:25][C@@:9]2([CH3:10])[CH:8]=1)[C@@:21]1([CH3:22])[C@H:16]([CH2:17][C@@H:18]([O:26][CH2:27][O:28][CH3:29])[CH2:19][CH2:20]1)[CH2:15][CH2:14]3)(=O)=O.[C-:32]#[N:33].[Na+].C([O-])(O)=O.[Na+]. The catalyst is C(#N)C.[Cu]I. The product is [CH3:29][O:28][CH2:27][O:26][C@H:18]1[CH2:19][CH2:20][C@:21]2([CH3:22])[C@@H:16]([CH2:15][CH2:14][C@H:13]3[C@H:23]2[CH2:24][CH2:25][C@:9]2([CH3:10])[C@@H:11]3[CH2:12][C:7]([C:32]#[N:33])=[CH:8]2)[CH2:17]1. The yield is 0.720. (4) The reactants are Br[CH2:2][C:3]12[O:9][CH:8]1[CH:7]=[C:6]([C:10]1[CH:15]=[CH:14][N:13]=[CH:12][C:11]=1[N+:16]([O-:18])=[O:17])[CH2:5][CH:4]2[CH3:19].[Cl-].[NH4+].[N-:22]=[N+:23]=[N-:24].[Na+].C(=O)(O)[O-].[Na+]. The catalyst is C(#N)C.O.C(O)C. The product is [N:22]([CH:8]1[CH:7]=[C:6]([C:10]2[CH:15]=[CH:14][N:13]=[CH:12][C:11]=2[N+:16]([O-:18])=[O:17])[CH2:5][CH:4]([CH3:19])[C:3]21[O:9][CH2:2]2)=[N+:23]=[N-:24]. The yield is 0.570. (5) The reactants are [F:1][C:2]1[CH:3]=[CH:4][C:5]([N:8]([CH2:32][CH2:33][CH3:34])[C:9]2[C:17]3[O:16][CH2:15][C@@H:14]([NH:18][C:19]4[CH:31]=[CH:30][C:22]5[C@H:23]([CH2:26][C:27]([OH:29])=[O:28])[CH2:24][O:25][C:21]=5[CH:20]=4)[C:13]=3[CH:12]=[CH:11][CH:10]=2)=[N:6][CH:7]=1.[OH-].[Na+:36].C(#N)C. The catalyst is O. The product is [F:1][C:2]1[CH:3]=[CH:4][C:5]([N:8]([CH2:32][CH2:33][CH3:34])[C:9]2[C:17]3[O:16][CH2:15][C@@H:14]([NH:18][C:19]4[CH:31]=[CH:30][C:22]5[C@H:23]([CH2:26][C:27]([O-:29])=[O:28])[CH2:24][O:25][C:21]=5[CH:20]=4)[C:13]=3[CH:12]=[CH:11][CH:10]=2)=[N:6][CH:7]=1.[Na+:36]. The yield is 0.950.